This data is from Full USPTO retrosynthesis dataset with 1.9M reactions from patents (1976-2016). The task is: Predict the reactants needed to synthesize the given product. (1) The reactants are: Cl[C:2]1[CH:3]=[C:4]([CH:27]=[CH:28][N:29]=1)[C:5]([NH:7][C:8]1[C:17]2[C:12](=[CH:13][CH:14]=[CH:15][CH:16]=2)[C:11]([O:18][CH2:19][CH2:20][N:21]2[CH2:26][CH2:25][O:24][CH2:23][CH2:22]2)=[CH:10][CH:9]=1)=[O:6].[NH:30]1[CH2:35][CH2:34][CH:33]([OH:36])[CH2:32][CH2:31]1. Given the product [N:21]1([CH2:20][CH2:19][O:18][C:11]2[C:12]3[C:17](=[CH:16][CH:15]=[CH:14][CH:13]=3)[C:8]([NH:7][C:5]([C:4]3[CH:27]=[CH:28][N:29]=[C:2]([N:30]4[CH2:35][CH2:34][CH:33]([OH:36])[CH2:32][CH2:31]4)[CH:3]=3)=[O:6])=[CH:9][CH:10]=2)[CH2:26][CH2:25][O:24][CH2:23][CH2:22]1, predict the reactants needed to synthesize it. (2) Given the product [CH2:25]([O:1][C:2]1[C:7](=[O:8])[CH:6]=[C:5]([CH2:9][O:10][CH:11]2[CH2:16][CH2:15][CH2:14][CH2:13][O:12]2)[O:4][C:3]=1[CH2:17][OH:18])[C:26]1[CH:31]=[CH:30][CH:29]=[CH:28][CH:27]=1, predict the reactants needed to synthesize it. The reactants are: [OH:1][C:2]1[C:7](=[O:8])[CH:6]=[C:5]([CH2:9][O:10][CH:11]2[CH2:16][CH2:15][CH2:14][CH2:13][O:12]2)[O:4][C:3]=1[CH2:17][OH:18].C([O-])([O-])=O.[K+].[K+].[CH2:25](Br)[C:26]1[CH:31]=[CH:30][CH:29]=[CH:28][CH:27]=1.O. (3) Given the product [C:51]1([C:45]2[CH:50]=[CH:49][CH:48]=[CH:47][CH:46]=2)[CH:58]=[CH:57][CH:56]=[C:53]([CH2:54][NH:55][C:42]([C@@H:12]2[CH2:13][C@H:14]([C:34]3[CH:39]=[CH:38][C:37]([O:40][CH3:41])=[CH:36][CH:35]=3)[C@@H:15]([O:17][CH2:18][C:19]3[CH:20]=[CH:21][C:22]4[O:27][CH2:26][CH2:25][N:24]([CH2:28][CH2:29][CH2:30][O:31][CH3:32])[C:23]=4[CH:33]=3)[CH2:16][NH:11]2)=[O:43])[CH:52]=1, predict the reactants needed to synthesize it. The reactants are: C(OC([N:11]1[CH2:16][C@H:15]([O:17][CH2:18][C:19]2[CH:20]=[CH:21][C:22]3[O:27][CH2:26][CH2:25][N:24]([CH2:28][CH2:29][CH2:30][O:31][CH3:32])[C:23]=3[CH:33]=2)[C@@H:14]([C:34]2[CH:39]=[CH:38][C:37]([O:40][CH3:41])=[CH:36][CH:35]=2)[CH2:13][C@H:12]1[C:42](O)=[O:43])=O)C1C=CC=CC=1.[C:45]1([C:51]2[CH:52]=[C:53]([CH:56]=[CH:57][CH:58]=2)[CH2:54][NH2:55])[CH:50]=[CH:49][CH:48]=[CH:47][CH:46]=1. (4) Given the product [Cl:1][C:2]1[CH:7]=[C:6]([Cl:8])[CH:5]=[CH:4][C:3]=1[C:9]1[C:10]([CH:18]([NH:19][S:20]([C:22]([CH3:25])([CH3:24])[CH3:23])=[O:21])[CH3:26])=[CH:11][C:12]2[N:13]([CH:15]=[CH:16][N:17]=2)[CH:14]=1, predict the reactants needed to synthesize it. The reactants are: [Cl:1][C:2]1[CH:7]=[C:6]([Cl:8])[CH:5]=[CH:4][C:3]=1[C:9]1[C:10](/[CH:18]=[N:19]/[S:20]([C:22]([CH3:25])([CH3:24])[CH3:23])=[O:21])=[CH:11][C:12]2[N:13]([CH:15]=[CH:16][N:17]=2)[CH:14]=1.[CH3:26][Mg]Br.[NH4+].[Cl-]. (5) Given the product [NH2:8][C@H:9]1[CH2:13][CH2:12][N:11]([S:14]([C:17]2[C:18]3[C:19]([Br:28])=[CH:20][N:21]=[C:22]([NH2:36])[C:23]=3[CH:24]=[CH:25][CH:26]=2)(=[O:16])=[O:15])[CH2:10]1.[ClH:27], predict the reactants needed to synthesize it. The reactants are: C(OC([NH:8][C@H:9]1[CH2:13][CH2:12][N:11]([S:14]([C:17]2[C:18]3[C:19]([Br:28])=[CH:20][N:21]=[C:22]([Cl:27])[C:23]=3[CH:24]=[CH:25][CH:26]=2)(=[O:16])=[O:15])[CH2:10]1)=O)(C)(C)C.C(OC([NH:36][C@H]1CCN(S(C2C3C(Cl)=CN=C(N)C=3C=CC=2)(=O)=O)C1)=O)(C)(C)C.